From a dataset of Reaction yield outcomes from USPTO patents with 853,638 reactions. Predict the reaction yield, written as a fraction of the theoretical maximum amount of product (1.0 means a 100% yield; for example, 0.34 means a 34% yield). (1) The reactants are [F:1][C:2]([F:14])([F:13])[C:3]([NH:5][CH2:6][C:7]1[CH:12]=[N:11][CH:10]=[CH:9][N:8]=1)=O.O=P12OP3(OP(OP(O3)(O1)=O)(=O)O2)=O. The catalyst is P(Cl)(Cl)(Cl)=O. The product is [F:1][C:2]([F:14])([F:13])[C:3]1[N:8]2[CH:9]=[CH:10][N:11]=[CH:12][C:7]2=[CH:6][N:5]=1. The yield is 0.650. (2) The reactants are [Si]([O:8][CH2:9][C:10]1[N:11]=[C:12]([C:15]2([C:21]3[CH:31]=[CH:30][C:24]([C:25]([N:27]([CH3:29])[CH3:28])=[O:26])=[CH:23][CH:22]=3)[CH2:20][CH2:19][O:18][CH2:17][CH2:16]2)[S:13][CH:14]=1)(C(C)(C)C)(C)C.F.F.F.C(N(CC)CC)C. The catalyst is C1COCC1. The product is [OH:8][CH2:9][C:10]1[N:11]=[C:12]([C:15]2([C:21]3[CH:31]=[CH:30][C:24]([C:25]([N:27]([CH3:29])[CH3:28])=[O:26])=[CH:23][CH:22]=3)[CH2:20][CH2:19][O:18][CH2:17][CH2:16]2)[S:13][CH:14]=1. The yield is 0.665. (3) The product is [F:18][C:15]1[CH:16]=[CH:17][C:12]([C:7]2[C:6]([CH2:4][OH:3])=[C:10]([CH3:11])[O:9][N:8]=2)=[N:13][CH:14]=1. The reactants are C([O:3][C:4]([C:6]1[C:7]([C:12]2[CH:17]=[CH:16][C:15]([F:18])=[CH:14][N:13]=2)=[N:8][O:9][C:10]=1[CH3:11])=O)C.O.[OH-].[Na+]. The yield is 0.710. The catalyst is C1COCC1. (4) The reactants are [CH3:1][O:2][C:3]1[CH:4]=[C:5]2[C:10](=[CH:11][C:12]=1[O:13][CH3:14])[N:9]=[CH:8][N:7]=[C:6]2[O:15][C:16]1[CH:22]=[CH:21][C:19]([NH2:20])=[CH:18][CH:17]=1.Cl[C:24](Cl)([O:26][C:27](=[O:33])OC(Cl)(Cl)Cl)Cl.[CH:35]1(CO)[CH2:38][CH2:37][CH2:36]1.C(=O)(O)[O-].[Na+]. The catalyst is C(Cl)Cl.C(N(CC)CC)C.C1(C)C=CC=CC=1. The product is [CH3:1][O:2][C:3]1[CH:4]=[C:5]2[C:10](=[CH:11][C:12]=1[O:13][CH3:14])[N:9]=[CH:8][N:7]=[C:6]2[O:15][C:16]1[CH:22]=[CH:21][C:19]([NH:20][C:27](=[O:33])[O:26][CH2:24][CH:35]2[CH2:38][CH2:37][CH2:36]2)=[CH:18][CH:17]=1. The yield is 0.670.